From a dataset of Retrosynthesis with 50K atom-mapped reactions and 10 reaction types from USPTO. Predict the reactants needed to synthesize the given product. (1) Given the product CCC(=C(c1ccccc1)c1ccc(OCC(O)CO)cc1)C1CCCC1, predict the reactants needed to synthesize it. The reactants are: CCC(=C(c1ccccc1)c1ccc(O)cc1)C1CCCC1.OCC(O)CCl. (2) Given the product OCc1cccc2nc3n(c12)CCCN3c1ccc(Cl)cc1Cl, predict the reactants needed to synthesize it. The reactants are: COC(=O)c1cccc2nc3n(c12)CCCN3c1ccc(Cl)cc1Cl. (3) Given the product Fc1ccc(-c2nc3nc(C4CCNCC4)ccc3n2-c2ccnc(NC3CCCC3)n2)cc1, predict the reactants needed to synthesize it. The reactants are: Fc1ccc(-c2nc3nc(-c4ccncc4)ccc3n2-c2ccnc(NC3CCCC3)n2)cc1. (4) Given the product CCOC(=O)CC(O)C1CCN(C(=O)OC(C)(C)C)CC1, predict the reactants needed to synthesize it. The reactants are: CCOC(=O)CC(=O)C1CCN(C(=O)OC(C)(C)C)CC1.